This data is from Forward reaction prediction with 1.9M reactions from USPTO patents (1976-2016). The task is: Predict the product of the given reaction. (1) The product is: [N:1]1[CH:2]=[N:3][N:4]2[CH:9]=[C:8]([C:10]3[N:11]=[C:12]([CH2:22][NH:29][C:28]4[CH:30]=[CH:31][CH:32]=[C:26]([CH:24]=[CH2:25])[CH:27]=4)[NH:13][C:14]=3[C:15]3[CH:20]=[CH:19][CH:18]=[C:17]([CH3:21])[N:16]=3)[CH:7]=[CH:6][C:5]=12. Given the reactants [N:1]1[CH:2]=[N:3][N:4]2[CH:9]=[C:8]([C:10]3[N:11]=[C:12]([CH:22]=O)[NH:13][C:14]=3[C:15]3[CH:20]=[CH:19][CH:18]=[C:17]([CH3:21])[N:16]=3)[CH:7]=[CH:6][C:5]=12.[CH:24]([C:26]1[CH:27]=[C:28]([CH:30]=[CH:31][CH:32]=1)[NH2:29])=[CH2:25].CC(O)=O.[BH-](OC(C)=O)(OC(C)=O)OC(C)=O.[Na+].C([O-])([O-])=O.[K+].[K+], predict the reaction product. (2) Given the reactants [OH:1][C:2]1[CH:3]=[C:4]([CH2:8][NH:9][C:10](=[O:18])[C:11]2[CH:16]=[CH:15][CH:14]=[N:13][C:12]=2[NH2:17])[CH:5]=[CH:6][CH:7]=1.[F:19][C:20]1[CH:25]=[CH:24][CH:23]=[CH:22][C:21]=1[CH2:26]Cl.C(=O)([O-])[O-].[Cs+].[Cs+].CN(C=O)C, predict the reaction product. The product is: [F:19][C:20]1[CH:25]=[CH:24][CH:23]=[CH:22][C:21]=1[CH2:26][O:1][C:2]1[CH:3]=[C:4]([CH2:8][NH:9][C:10](=[O:18])[C:11]2[CH:16]=[CH:15][CH:14]=[N:13][C:12]=2[NH2:17])[CH:5]=[CH:6][CH:7]=1. (3) Given the reactants [C:1](#[N:5])[CH2:2][C:3]#[N:4].[Cl:6][C:7]1[C:14]([Cl:15])=[CH:13][CH:12]=[CH:11][C:8]=1[CH:9]=O.[BH4-].[Na+].Cl, predict the reaction product. The product is: [Cl:6][C:7]1[C:14]([Cl:15])=[CH:13][CH:12]=[CH:11][C:8]=1[CH2:9][CH:2]([C:1]#[N:5])[C:3]#[N:4]. (4) Given the reactants [Br:1][C:2]1[C:3]([F:22])=[CH:4][C:5]2[CH:11]3[CH2:12][CH:9]([CH2:10]3)[N:8]3[C:13]([CH:19]=O)=[C:14]([C:16]([NH2:18])=[O:17])[N:15]=[C:7]3[C:6]=2[CH:21]=1.[CH:23]([NH:26][CH3:27])([CH3:25])[CH3:24], predict the reaction product. The product is: [Br:1][C:2]1[C:3]([F:22])=[CH:4][C:5]2[CH:11]3[CH2:10][CH:9]([CH2:12]3)[N:8]3[C:13]([CH2:19][N:26]([CH:23]([CH3:25])[CH3:24])[CH3:27])=[C:14]([C:16]([NH2:18])=[O:17])[N:15]=[C:7]3[C:6]=2[CH:21]=1. (5) Given the reactants Br[C:2]1[C:7]([Br:8])=[CH:6][CH:5]=[CH:4][N:3]=1.[NH:9]1[CH2:19][CH2:18][CH:12]([C:13]([O:15][CH2:16][CH3:17])=[O:14])[CH2:11][CH2:10]1.C(N(CC)CC)C, predict the reaction product. The product is: [Br:8][C:7]1[C:2]([N:9]2[CH2:19][CH2:18][CH:12]([C:13]([O:15][CH2:16][CH3:17])=[O:14])[CH2:11][CH2:10]2)=[N:3][CH:4]=[CH:5][CH:6]=1.